The task is: Predict the product of the given reaction.. This data is from Forward reaction prediction with 1.9M reactions from USPTO patents (1976-2016). (1) Given the reactants N1([CH2:10][NH:11][C:12](=[O:19])[C:13]2[CH:18]=[CH:17][CH:16]=[CH:15][CH:14]=2)C2C=CC=CC=2N=N1.[CH:20]([C@H:22]1[CH2:27][CH2:26][C@H:25]([C:28]([O:30]C)=[O:29])[CH2:24][CH2:23]1)=O.CC(C)([O-])C.[K+], predict the reaction product. The product is: [C:13]1([C:12]2[O:19][C:20]([C@H:22]3[CH2:27][CH2:26][C@H:25]([C:28]([OH:30])=[O:29])[CH2:24][CH2:23]3)=[CH:10][N:11]=2)[CH:14]=[CH:15][CH:16]=[CH:17][CH:18]=1. (2) Given the reactants [Cl:1][C:2]1[CH:32]=[CH:31][CH:30]=[C:29]([F:33])[C:3]=1[C:4]([NH:6][C:7]1[CH:28]=[CH:27][C:10]2[O:11][C@@H:12]([CH2:25]O)[CH2:13][N:14]([S:15]([C:18]3[CH:23]=[CH:22][C:21]([F:24])=[CH:20][CH:19]=3)(=[O:17])=[O:16])[C:9]=2[CH:8]=1)=[O:5].COCCN(S(F)(F)[F:44])CCOC, predict the reaction product. The product is: [Cl:1][C:2]1[CH:32]=[CH:31][CH:30]=[C:29]([F:33])[C:3]=1[C:4]([NH:6][C:7]1[CH:28]=[CH:27][C:10]2[O:11][C@@H:12]([CH2:25][F:44])[CH2:13][N:14]([S:15]([C:18]3[CH:19]=[CH:20][C:21]([F:24])=[CH:22][CH:23]=3)(=[O:16])=[O:17])[C:9]=2[CH:8]=1)=[O:5]. (3) The product is: [C:28]([O:27][C:26]([N:25]([CH:22]([CH3:24])[CH3:23])[C:33]1[S:34][C:35]([C:2]2[CH:3]=[C:4]([C:16]3[CH:21]=[CH:20][CH:19]=[CH:18][CH:17]=3)[C:5]3[N:6]([CH:8]=[C:9]([C:11]([O:13][CH2:14][CH3:15])=[O:12])[N:10]=3)[CH:7]=2)=[CH:36][N:37]=1)=[O:32])([CH3:31])([CH3:30])[CH3:29]. Given the reactants Br[C:2]1[CH:3]=[C:4]([C:16]2[CH:21]=[CH:20][CH:19]=[CH:18][CH:17]=2)[C:5]2[N:6]([CH:8]=[C:9]([C:11]([O:13][CH2:14][CH3:15])=[O:12])[N:10]=2)[CH:7]=1.[CH:22]([N:25]([C:33]1[S:34][C:35](B2OC(C)(C)C(C)(C)O2)=[CH:36][N:37]=1)[C:26](=[O:32])[O:27][C:28]([CH3:31])([CH3:30])[CH3:29])([CH3:24])[CH3:23].[O-]P([O-])([O-])=O.[K+].[K+].[K+].C(OCC)(=O)C, predict the reaction product. (4) Given the reactants [CH2:1]([NH:8][C:9]1[CH:10]=[C:11]([CH:26]=[CH:27][CH:28]=1)[C:12]([C:14]1[CH:22]=[C:21]2[C:17](/[C:18](=[CH:24]/O)/[C:19](=[O:23])[NH:20]2)=[CH:16][CH:15]=1)=[O:13])[C:2]1[CH:7]=[CH:6][CH:5]=[CH:4][CH:3]=1.C1COCC1.[CH3:34][N:35]1[CH2:40][CH2:39][N:38]([C:41]2[CH:46]=[CH:45][C:44]([NH2:47])=[CH:43][CH:42]=2)[CH2:37][CH2:36]1, predict the reaction product. The product is: [CH2:1]([NH:8][C:9]1[CH:10]=[C:11]([CH:26]=[CH:27][CH:28]=1)[C:12]([C:14]1[CH:22]=[C:21]2[C:17](/[C:18](=[CH:24]/[NH:47][C:44]3[CH:45]=[CH:46][C:41]([N:38]4[CH2:37][CH2:36][N:35]([CH3:34])[CH2:40][CH2:39]4)=[CH:42][CH:43]=3)/[C:19](=[O:23])[NH:20]2)=[CH:16][CH:15]=1)=[O:13])[C:2]1[CH:3]=[CH:4][CH:5]=[CH:6][CH:7]=1. (5) Given the reactants Br[C:2]1[C:3]([C:11]2[CH:16]=[CH:15][C:14]([F:17])=[CH:13][CH:12]=2)=[N:4][N:5]2[CH:10]=[CH:9][CH:8]=[N:7][C:6]=12.CC1(C)C(C)(C)OB([C:26]2[CH:31]=[CH:30][N:29]=[C:28]([NH:32][C:33](=[O:35])[CH3:34])[CH:27]=2)O1.C(=O)([O-])[O-].[Na+].[Na+], predict the reaction product. The product is: [F:17][C:14]1[CH:15]=[CH:16][C:11]([C:3]2[C:2]([C:26]3[CH:31]=[CH:30][N:29]=[C:28]([NH:32][C:33](=[O:35])[CH3:34])[CH:27]=3)=[C:6]3[N:7]=[CH:8][CH:9]=[CH:10][N:5]3[N:4]=2)=[CH:12][CH:13]=1. (6) Given the reactants [NH2:1][C:2]1[CH:6]=[C:5]([C:7]2[CH:12]=[CH:11][C:10]([F:13])=[CH:9][CH:8]=2)[S:4][C:3]=1[C:14]#[N:15].C[Sn]([N:20]=[N+:21]=[N-:22])(C)C, predict the reaction product. The product is: [F:13][C:10]1[CH:9]=[CH:8][C:7]([C:5]2[S:4][C:3]([C:14]3[NH:22][N:21]=[N:20][N:15]=3)=[C:2]([NH2:1])[CH:6]=2)=[CH:12][CH:11]=1. (7) Given the reactants [CH3:1][Si:2]([CH3:9])([CH3:8])[C:3]1[S:4][CH:5]=[CH:6][N:7]=1.[O:10]1[C:14]2([CH2:19][CH2:18][C:17](=[O:20])[CH2:16][CH2:15]2)[O:13][CH2:12][CH2:11]1, predict the reaction product. The product is: [CH3:1][Si:2]([CH3:9])([CH3:8])[C:3]1[S:4][C:5]([C:17]2([OH:20])[CH2:18][CH2:19][C:14]3([O:13][CH2:12][CH2:11][O:10]3)[CH2:15][CH2:16]2)=[CH:6][N:7]=1.